This data is from CYP2D6 inhibition data for predicting drug metabolism from PubChem BioAssay. The task is: Regression/Classification. Given a drug SMILES string, predict its absorption, distribution, metabolism, or excretion properties. Task type varies by dataset: regression for continuous measurements (e.g., permeability, clearance, half-life) or binary classification for categorical outcomes (e.g., BBB penetration, CYP inhibition). Dataset: cyp2d6_veith. The molecule is N#CC(C#N)=Cc1ccc([N+](=O)[O-])c(O)c1. The result is 0 (non-inhibitor).